This data is from Reaction yield outcomes from USPTO patents with 853,638 reactions. The task is: Predict the reaction yield, written as a fraction of the theoretical maximum amount of product (1.0 means a 100% yield; for example, 0.34 means a 34% yield). (1) The reactants are [Cl-].O[NH3+:3].[C:4](=[O:7])([O-])[OH:5].[Na+].CS(C)=O.[CH2:13]([C:17]1[N:18]=[C:19]([CH3:45])[N:20]([CH2:39][C:40]2[N:41]=[CH:42][S:43][CH:44]=2)[C:21](=[O:38])[C:22]=1[CH2:23][C:24]1[CH:29]=[CH:28][C:27]([C:30]2[C:31]([C:36]#[N:37])=[CH:32][CH:33]=[CH:34][CH:35]=2)=[CH:26][CH:25]=1)[CH2:14][CH2:15][CH3:16]. The catalyst is C(OCC)(=O)C. The product is [CH2:13]([C:17]1[N:18]=[C:19]([CH3:45])[N:20]([CH2:39][C:40]2[N:41]=[CH:42][S:43][CH:44]=2)[C:21](=[O:38])[C:22]=1[CH2:23][C:24]1[CH:25]=[CH:26][C:27]([C:30]2[CH:35]=[CH:34][CH:33]=[CH:32][C:31]=2[C:36]2[NH:3][C:4](=[O:7])[O:5][N:37]=2)=[CH:28][CH:29]=1)[CH2:14][CH2:15][CH3:16]. The yield is 0.300. (2) The product is [OH:2][C:3]1[CH:10]=[CH:9][C:6]([C:7]#[N:8])=[C:5]([N+:11]([O-:13])=[O:12])[CH:4]=1. The yield is 0.260. The reactants are C[O:2][C:3]1[CH:10]=[CH:9][C:6]([C:7]#[N:8])=[C:5]([N+:11]([O-:13])=[O:12])[CH:4]=1.Cl.N1C=CC=CC=1. No catalyst specified. (3) The reactants are C(NC(C)C)(C)C.[Li]CCCC.[C:13]([O:18][CH2:19][CH3:20])(=[O:17])[CH:14]([CH3:16])[CH3:15].Br[CH2:22][C:23]1[CH:28]=[CH:27][CH:26]=[CH:25][C:24]=1[C:29]([F:32])([F:31])[F:30]. The catalyst is C1COCC1. The product is [CH3:15][C:14]([CH3:16])([CH2:22][C:23]1[CH:28]=[CH:27][CH:26]=[CH:25][C:24]=1[C:29]([F:32])([F:31])[F:30])[C:13]([O:18][CH2:19][CH3:20])=[O:17]. The yield is 0.800.